Dataset: Forward reaction prediction with 1.9M reactions from USPTO patents (1976-2016). Task: Predict the product of the given reaction. Given the reactants C([N:8]1[CH2:13][CH2:12][N:11]2[N:14]=[C:15]([C:17]3[CH:22]=[CH:21][C:20]([N:23]4[CH:27]=[C:26]([CH3:28])[N:25]=[CH:24]4)=[C:19]([O:29][CH3:30])[N:18]=3)[N:16]=[C:10]2[CH:9]1[C:31]1[CH:32]=[C:33]([C:37]2[CH:42]=[CH:41][CH:40]=[CH:39][CH:38]=2)[CH:34]=[CH:35][CH:36]=1)C1C=CC=CC=1.C(O)(=O)C.[H][H].C(OCC)(=O)C, predict the reaction product. The product is: [C:33]1([C:37]2[CH:38]=[CH:39][CH:40]=[CH:41][CH:42]=2)[CH:34]=[CH:35][CH:36]=[C:31]([CH:9]2[NH:8][CH2:13][CH2:12][N:11]3[N:14]=[C:15]([C:17]4[CH:22]=[CH:21][C:20]([N:23]5[CH:27]=[C:26]([CH3:28])[N:25]=[CH:24]5)=[C:19]([O:29][CH3:30])[N:18]=4)[N:16]=[C:10]23)[CH:32]=1.